Dataset: Reaction yield outcomes from USPTO patents with 853,638 reactions. Task: Predict the reaction yield, written as a fraction of the theoretical maximum amount of product (1.0 means a 100% yield; for example, 0.34 means a 34% yield). (1) The reactants are [CH3:1][O:2][C:3]1[CH:8]=[CH:7][C:6]([C:9]2[CH:14]=[CH:13][N:12]=[C:11]([NH2:15])[C:10]=2[NH2:16])=[CH:5][CH:4]=1.[CH3:17][C:18]1([C:21](O)=O)[CH2:20][CH2:19]1. No catalyst specified. The product is [CH3:1][O:2][C:3]1[CH:8]=[CH:7][C:6]([C:9]2[CH:14]=[CH:13][N:12]=[C:11]3[NH:15][C:17]([C:18]4([CH3:21])[CH2:20][CH2:19]4)=[N:16][C:10]=23)=[CH:5][CH:4]=1. The yield is 0.110. (2) The reactants are [NH2:1][C@@H:2]1[CH:7]2[CH2:8][CH2:9][N:4]([CH2:5][CH2:6]2)[C@H:3]1[CH2:10][C:11]1[CH:12]=[N:13][CH:14]=[CH:15][CH:16]=1.C(O)C.[C:20]1([CH3:47])[CH:25]=[CH:24][C:23]([C:26]([C@:28]([C:44]([OH:46])=[O:45])([OH:43])[C@:29]([C:34]([C:36]2[CH:41]=[CH:40][C:39]([CH3:42])=[CH:38][CH:37]=2)=[O:35])([OH:33])[C:30]([OH:32])=[O:31])=[O:27])=[CH:22][CH:21]=1. The product is [C:20]1([CH3:47])[CH:25]=[CH:24][C:23]([C:26]([C@:28]([C:44]([OH:46])=[O:45])([OH:43])[C@:29]([C:34]([C:36]2[CH:37]=[CH:38][C:39]([CH3:42])=[CH:40][CH:41]=2)=[O:35])([OH:33])[C:30]([OH:32])=[O:31])=[O:27])=[CH:22][CH:21]=1.[NH2:1][C@@H:2]1[CH:7]2[CH2:6][CH2:5][N:4]([CH2:9][CH2:8]2)[C@H:3]1[CH2:10][C:11]1[CH:12]=[N:13][CH:14]=[CH:15][CH:16]=1. The yield is 0.581. The catalyst is C(O)C.O. (3) The catalyst is CN(C=O)C.CCOC(C)=O. The reactants are Br[CH2:2][CH2:3][CH2:4][C:5]([NH:7][C:8]1[N:12]2[N:13]=[C:14]([Cl:17])[CH:15]=[CH:16][C:11]2=[N:10][CH:9]=1)=[O:6].[H-].[Na+]. The product is [Cl:17][C:14]1[CH:15]=[CH:16][C:11]2[N:12]([C:8]([N:7]3[CH2:2][CH2:3][CH2:4][C:5]3=[O:6])=[CH:9][N:10]=2)[N:13]=1. The yield is 0.660. (4) The reactants are [F:1][C:2]1[CH:7]=[CH:6][C:5]([S:8]([C:11]2[CH:12]=[N:13][C:14]3[C:19]([CH:20]=2)=[CH:18][CH:17]=[CH:16][C:15]=3I)(=[O:10])=[O:9])=[CH:4][CH:3]=1.[N:22]1([C:30]([O:32][C:33]([CH3:36])([CH3:35])[CH3:34])=[O:31])[CH2:26][CH2:25][CH:24]2[CH2:27][NH:28][CH2:29][CH:23]12. No catalyst specified. The product is [F:1][C:2]1[CH:7]=[CH:6][C:5]([S:8]([C:11]2[CH:12]=[N:13][C:14]3[C:19]([CH:20]=2)=[CH:18][CH:17]=[CH:16][C:15]=3[N:28]2[CH2:27][CH:24]3[CH:23]([N:22]([C:30]([O:32][C:33]([CH3:36])([CH3:35])[CH3:34])=[O:31])[CH2:26][CH2:25]3)[CH2:29]2)(=[O:10])=[O:9])=[CH:4][CH:3]=1. The yield is 0.690.